Task: Predict the product of the given reaction.. Dataset: Forward reaction prediction with 1.9M reactions from USPTO patents (1976-2016) (1) Given the reactants FC(F)(F)C(O)=O.[C:8]1([C:14]2[CH:15]=[C:16]([C:20]([NH:22][C:23]3[CH:35]=[C:34]([C:36]4[S:37][CH:38]=[CH:39][CH:40]=4)[CH:33]=[CH:32][C:24]=3[C:25]([O:27]C(C)(C)C)=[O:26])=[O:21])[CH:17]=[N:18][CH:19]=2)[CH:13]=[CH:12][CH:11]=[CH:10][CH:9]=1, predict the reaction product. The product is: [C:8]1([C:14]2[CH:15]=[C:16]([C:20]([NH:22][C:23]3[CH:35]=[C:34]([C:36]4[S:37][CH:38]=[CH:39][CH:40]=4)[CH:33]=[CH:32][C:24]=3[C:25]([OH:27])=[O:26])=[O:21])[CH:17]=[N:18][CH:19]=2)[CH:9]=[CH:10][CH:11]=[CH:12][CH:13]=1. (2) The product is: [N:1]([C:2]1([CH3:23])[CH2:3][CH2:4][N:5]([CH2:8][C@H:9]2[N:19]3[C:20]4[N:11]([C:12](=[O:22])[CH2:13][CH2:14][C:15]=4[CH:16]=[CH:17][C:18]3=[O:21])[CH2:10]2)[CH2:6][CH2:7]1)=[C:31]=[O:32]. Given the reactants [NH2:1][C:2]1([CH3:23])[CH2:7][CH2:6][N:5]([CH2:8][C@H:9]2[N:19]3[C:20]4[N:11]([C:12](=[O:22])[CH2:13][CH2:14][C:15]=4[CH:16]=[CH:17][C:18]3=[O:21])[CH2:10]2)[CH2:4][CH2:3]1.C(N(CC)CC)C.[C:31](=O)(O)[O-:32].[Na+], predict the reaction product.